Task: Binary Classification. Given a miRNA mature sequence and a target amino acid sequence, predict their likelihood of interaction.. Dataset: Experimentally validated miRNA-target interactions with 360,000+ pairs, plus equal number of negative samples (1) The miRNA is hsa-miR-3652 with sequence CGGCUGGAGGUGUGAGGA. The protein sequence of the target gene is MAQEEGGSLPEVRARVRAAHGIPDLAQKLHFYDRWAPDYDQDVATLLYRAPRLAVDCLTQALPGPPHSALILDVACGTGLVAAELRAPGFLQLHGVDGSPGMLEQAQAPGLYQRLSLCTLGQEPLPSPEGTFDAVLIVGALSDGQVPCNAIPELHVTKPGGLVCLTTRTNSSNLQYKEALEATLDRLEQAGMWEGLVAWPVDRLWTAGSWLPPSWRWYPASLPRMASSPALSTCTESGRRPRLRK. Result: 1 (interaction). (2) The miRNA is hsa-miR-4524a-5p with sequence AUAGCAGCAUGAACCUGUCUCA. The protein sequence of the target gene is MPSETLWEIAKAEVEKRGINGSEGDGAEIAEKFVFFIGSKNGGKTTIILRCLDRDEPPKPTLALEYTYGRRAKGHNTPKDIAHFWELGGGTSLLDLISIPITGDTLRTFSLVLVLDLSKPNDLWPTMENLLQATKSHVDKVIMKLGKTNAKAVSEMRQKIWNNMPKDHPDHELIDPFPVPLVIIGSKYDVFQDFESEKRKVICKTLRFVAHYYGASLMFTSKSEALLLKIRGVINQLAFGIDKSKSICVDQNKPLFITAGLDSFGQIGSPPVPENDIGKLHAHSPMELWKKVYEKLFPPK.... Result: 0 (no interaction).